From a dataset of Reaction yield outcomes from USPTO patents with 853,638 reactions. Predict the reaction yield, written as a fraction of the theoretical maximum amount of product (1.0 means a 100% yield; for example, 0.34 means a 34% yield). The reactants are Br[C:2]1[S:6][C:5]([NH:7][CH2:8][C@@H:9]([NH:20][C:21](=[O:27])[O:22][C:23]([CH3:26])([CH3:25])[CH3:24])[CH2:10][N:11]2[CH:15]=[C:14]([C:16]([F:19])([F:18])[F:17])[N:13]=[CH:12]2)=[N:4][CH:3]=1.C([O-])([O-])=O.[Na+].[Na+].C(OC(N[C@@H](CC1C=NC(C(F)(F)F)=CC=1)CN(C1SC([C:57]2[CH:58]=[C:59]3[C:64](=[CH:65][CH:66]=2)[CH:63]=[N:62][C:61]([F:67])=[CH:60]3)=CN=1)C(=O)OC(C)(C)C)=O)(C)(C)C.O1CCOCC1. The catalyst is O.C(Cl)Cl.C1C=CC([P]([Pd]([P](C2C=CC=CC=2)(C2C=CC=CC=2)C2C=CC=CC=2)([P](C2C=CC=CC=2)(C2C=CC=CC=2)C2C=CC=CC=2)[P](C2C=CC=CC=2)(C2C=CC=CC=2)C2C=CC=CC=2)(C2C=CC=CC=2)C2C=CC=CC=2)=CC=1. The product is [F:67][C:61]1[N:62]=[CH:63][C:64]2[C:59]([CH:60]=1)=[CH:58][C:57]([C:2]1[S:6][C:5]([NH:7][CH2:8][C@@H:9]([NH:20][C:21](=[O:27])[O:22][C:23]([CH3:26])([CH3:25])[CH3:24])[CH2:10][N:11]3[CH:15]=[C:14]([C:16]([F:19])([F:18])[F:17])[N:13]=[CH:12]3)=[N:4][CH:3]=1)=[CH:66][CH:65]=2. The yield is 0.570.